Dataset: Forward reaction prediction with 1.9M reactions from USPTO patents (1976-2016). Task: Predict the product of the given reaction. (1) Given the reactants [CH3:1][N:2]1[CH2:7][CH2:6][O:5][CH2:4][CH2:3]1.[CH3:8]I, predict the reaction product. The product is: [OH-:5].[CH3:1][N+:2]1([CH3:8])[CH2:7][CH2:6][O:5][CH2:4][CH2:3]1. (2) Given the reactants [N:1]1([CH2:7][CH2:8][CH2:9][O:10][C:11]2[CH:19]=[CH:18][C:14]([C:15](O)=[O:16])=[C:13]([C:20]([F:23])([F:22])[F:21])[CH:12]=2)[CH2:6][CH2:5][CH2:4][CH2:3][CH2:2]1.S(Cl)([Cl:26])=O, predict the reaction product. The product is: [N:1]1([CH2:7][CH2:8][CH2:9][O:10][C:11]2[CH:19]=[CH:18][C:14]([C:15]([Cl:26])=[O:16])=[C:13]([C:20]([F:23])([F:22])[F:21])[CH:12]=2)[CH2:6][CH2:5][CH2:4][CH2:3][CH2:2]1. (3) Given the reactants [C:1]1([C:7]2[C:15]3[CH:14]=[C:13]([CH2:16][CH2:17][CH2:18][CH2:19][N:20]4[CH:24]=[C:23]([C:25]([O:27]C)=[O:26])[N:22]=[N:21]4)[N:12]=[N:11][C:10]=3[N:9](S(C3C=CC=CC=3)(=O)=O)[CH:8]=2)[CH:6]=[CH:5][CH:4]=[CH:3][CH:2]=1.[Li+].[OH-], predict the reaction product. The product is: [C:1]1([C:7]2[C:15]3[CH:14]=[C:13]([CH2:16][CH2:17][CH2:18][CH2:19][N:20]4[CH:24]=[C:23]([C:25]([OH:27])=[O:26])[N:22]=[N:21]4)[N:12]=[N:11][C:10]=3[NH:9][CH:8]=2)[CH:2]=[CH:3][CH:4]=[CH:5][CH:6]=1. (4) Given the reactants [NH:1]1[CH:5]=[C:4]([C:6]2[CH:22]=[CH:21][C:9]3[C:10]4[N:11]=[C:12]([C:18]([OH:20])=O)[S:13][C:14]=4[CH2:15][CH2:16][O:17][C:8]=3[CH:7]=2)[CH:3]=[N:2]1.[N:23]1[CH:28]=[CH:27][CH:26]=[CH:25][C:24]=1[N:29]1[CH2:34][CH2:33][NH:32][CH2:31][CH2:30]1, predict the reaction product. The product is: [NH:2]1[CH:3]=[C:4]([C:6]2[CH:22]=[CH:21][C:9]3[C:10]4[N:11]=[C:12]([C:18]([N:32]5[CH2:33][CH2:34][N:29]([C:24]6[CH:25]=[CH:26][CH:27]=[CH:28][N:23]=6)[CH2:30][CH2:31]5)=[O:20])[S:13][C:14]=4[CH2:15][CH2:16][O:17][C:8]=3[CH:7]=2)[CH:5]=[N:1]1. (5) Given the reactants C(OP([C:9]([O:25][CH3:26])([O:23][CH3:24])[CH2:10][CH2:11][C:12]1[CH:22]=[CH:21][C:15]([C:16]([O:18][CH2:19][CH3:20])=[O:17])=[CH:14][CH:13]=1)(OCC)=O)C.[Li]CCCC.[CH3:32][C:33]1[S:37][C:36]([C:38]2[C:47]3[C:42](=[CH:43][CH:44]=[C:45]([CH:48]=O)[CH:46]=3)[C:41]([CH3:51])([CH3:50])[CH2:40][CH:39]=2)=[CH:35][CH:34]=1.CC1SC(C2C3C(=CC=C(C=O)C=3)C(CC)(CC)CC=2)=CC=1, predict the reaction product. The product is: [CH3:26][O:25][CH:9]([O:23][CH3:24])[CH2:10]/[C:11](/[C:12]1[CH:13]=[CH:14][C:15]([C:16]([O:18][CH2:19][CH3:20])=[O:17])=[CH:21][CH:22]=1)=[CH:48]\[C:45]1[CH:46]=[C:47]2[C:42]([C:41]([CH3:51])([CH3:50])[CH2:40][CH:39]=[C:38]2[C:36]2[S:37][C:33]([CH3:32])=[CH:34][CH:35]=2)=[CH:43][CH:44]=1.